This data is from Full USPTO retrosynthesis dataset with 1.9M reactions from patents (1976-2016). The task is: Predict the reactants needed to synthesize the given product. Given the product [Br:26][C:27]1[CH:28]=[CH:29][C:30]([Cl:33])=[C:31]([N:1]2[CH:5]=[C:4]([C:6]3[CH:7]=[CH:8][C:9]([C:10]#[N:11])=[CH:12][CH:13]=3)[N:3]=[CH:2]2)[CH:32]=1, predict the reactants needed to synthesize it. The reactants are: [NH:1]1[CH:5]=[C:4]([C:6]2[CH:13]=[CH:12][C:9]([C:10]#[N:11])=[CH:8][CH:7]=2)[N:3]=[CH:2]1.BrCC(C1C=CC(C#N)=CC=1)=O.[Br:26][C:27]1[CH:32]=[CH:31][C:30]([Cl:33])=[C:29](I)[CH:28]=1.C([O-])([O-])=O.[Cs+].[Cs+].OC1C=CC=C2C=1N=CC=C2.